Predict the reactants needed to synthesize the given product. From a dataset of Full USPTO retrosynthesis dataset with 1.9M reactions from patents (1976-2016). (1) Given the product [Si:45]([O:44][CH:41]1[CH2:40][CH2:39][CH:38]([N:16]2[C:15]3[CH:52]=[CH:53][C:12]([C:10]([NH:9][CH:4]4[CH2:5][CH2:6][CH2:7][CH2:8]4)=[O:11])=[CH:13][C:14]=3[N:18]=[C:17]2[NH:19][C:20]2[C:28]3[C:23](=[CH:24][CH:25]=[C:26]([C:57]4[CH:58]=[CH:59][CH:60]=[CH:61][C:56]=4[O:55][CH3:54])[CH:27]=3)[N:22]([CH2:30][O:31][CH2:32][CH2:33][Si:34]([CH3:36])([CH3:37])[CH3:35])[N:21]=2)[CH2:43][CH2:42]1)([C:48]([CH3:49])([CH3:50])[CH3:51])([CH3:47])[CH3:46], predict the reactants needed to synthesize it. The reactants are: ClCCl.[CH:4]1([NH:9][C:10]([C:12]2[CH:53]=[CH:52][C:15]3[N:16]([CH:38]4[CH2:43][CH2:42][CH:41]([O:44][Si:45]([C:48]([CH3:51])([CH3:50])[CH3:49])([CH3:47])[CH3:46])[CH2:40][CH2:39]4)[C:17]([NH:19][C:20]4[C:28]5[C:23](=[CH:24][CH:25]=[C:26](Br)[CH:27]=5)[N:22]([CH2:30][O:31][CH2:32][CH2:33][Si:34]([CH3:37])([CH3:36])[CH3:35])[N:21]=4)=[N:18][C:14]=3[CH:13]=2)=[O:11])[CH2:8][CH2:7][CH2:6][CH2:5]1.[CH3:54][O:55][C:56]1[CH:61]=[CH:60][CH:59]=[CH:58][C:57]=1B(O)O.C(=O)([O-])[O-].[Na+].[Na+]. (2) Given the product [C:1]([O:5][C:6]([NH:8][CH2:9][CH2:10][CH2:11][C@H:12]([NH:17][C:18]([C:20]1[C:21](=[O:35])[N:22]([CH2:26][C:27]2[CH:32]=[C:31]([Cl:33])[CH:30]=[C:29]([Cl:34])[CH:28]=2)[CH:23]=[CH:24][CH:25]=1)=[O:19])[C:13]([OH:15])=[O:14])=[O:7])([CH3:4])([CH3:2])[CH3:3], predict the reactants needed to synthesize it. The reactants are: [C:1]([O:5][C:6]([NH:8][CH2:9][CH2:10][CH2:11][C@H:12]([NH:17][C:18]([C:20]1[C:21](=[O:35])[N:22]([CH2:26][C:27]2[CH:32]=[C:31]([Cl:33])[CH:30]=[C:29]([Cl:34])[CH:28]=2)[CH:23]=[CH:24][CH:25]=1)=[O:19])[C:13]([O:15]C)=[O:14])=[O:7])([CH3:4])([CH3:3])[CH3:2].C1COCC1.[OH-].[Na+]. (3) The reactants are: [CH3:1][C:2]1[CH:7]=[C:6]([C:8]2[C:16]3[C:11](=[CH:12][C:13]([NH:27]C(=O)C)=[C:14]([CH2:17][NH:18][C@@H:19]([C:21]4[CH:26]=[CH:25][CH:24]=[CH:23][CH:22]=4)[CH3:20])[CH:15]=3)[N:10](C(C3C=CC=CC=3)(C3C=CC=CC=3)C3C=CC=CC=3)[N:9]=2)[CH:5]=[CH:4][N:3]=1.C([O-])([O-])=O.[K+].[K+]. Given the product [CH3:1][C:2]1[CH:7]=[C:6]([C:8]2[C:16]3[C:11](=[CH:12][C:13]([NH2:27])=[C:14]([CH2:17][NH:18][C@@H:19]([C:21]4[CH:26]=[CH:25][CH:24]=[CH:23][CH:22]=4)[CH3:20])[CH:15]=3)[NH:10][N:9]=2)[CH:5]=[CH:4][N:3]=1, predict the reactants needed to synthesize it. (4) Given the product [NH2:12][C@H:11]([C:23]([OH:22])=[O:15])[CH2:10][C:9]1[CH:6]=[CH:7][CH:2]=[CH:13][CH:14]=1, predict the reactants needed to synthesize it. The reactants are: C(O)[C:2]1[CH:7]=[CH:6]C=CC=1.[CH:9]1[CH:10]=[CH:11][NH+:12]=[CH:13][CH:14]=1.[O-:15][Cr](Cl)(=O)=O.C([O:22][CH2:23]C)C. (5) Given the product [CH:28]1(/[CH:33]=[C:34](\[C:38]2[CH:43]=[CH:42][C:41]([S:44]([CH:47]3[CH2:49][CH2:48]3)(=[O:45])=[O:46])=[C:40]([CH:50]3[CH2:51][CH2:52]3)[CH:39]=2)/[C:35]([NH:69][C:66]2[CH:67]=[CH:68][N:64]([CH2:63][CH2:62][CH2:61][OH:60])[N:65]=2)=[O:37])[CH2:32][CH2:31][CH2:30][CH2:29]1, predict the reactants needed to synthesize it. The reactants are: C1(P(C2C=CC=CC=2)C2C=CC=CC=2)C=CC=CC=1.BrN1C(=O)CCC1=O.[CH:28]1(/[CH:33]=[C:34](\[C:38]2[CH:43]=[CH:42][C:41]([S:44]([CH:47]3[CH2:49][CH2:48]3)(=[O:46])=[O:45])=[C:40]([CH:50]3[CH2:52][CH2:51]3)[CH:39]=2)/[C:35]([OH:37])=O)[CH2:32][CH2:31][CH2:30][CH2:29]1.C([O:60][CH2:61][CH2:62][CH2:63][N:64]1[CH:68]=[CH:67][C:66]([NH2:69])=[N:65]1)C1C=CC=CC=1.[OH-].[Na+]. (6) Given the product [C:27]([N:24]1[CH2:25][CH2:26][C@H:22]([N:19]2[C:12]3[N:13]=[C:14]([S:17][CH3:18])[N:15]=[CH:16][C:11]=3[CH:10]=[C:9]([C:4]3[CH:5]=[CH:6][CH:7]=[CH:8][C:3]=3[CH3:2])[C:20]2=[O:21])[CH2:23]1)(=[O:29])[CH3:28], predict the reactants needed to synthesize it. The reactants are: Cl.[CH3:2][C:3]1[CH:8]=[CH:7][CH:6]=[CH:5][C:4]=1[C:9]1[C:20](=[O:21])[N:19]([C@H:22]2[CH2:26][CH2:25][NH:24][CH2:23]2)[C:12]2[N:13]=[C:14]([S:17][CH3:18])[N:15]=[CH:16][C:11]=2[CH:10]=1.[C:27](OC(=O)C)(=[O:29])[CH3:28].O.